This data is from Forward reaction prediction with 1.9M reactions from USPTO patents (1976-2016). The task is: Predict the product of the given reaction. (1) Given the reactants C([O:8][CH2:9][C:10]1[N:14]([C:15]2[CH:20]=[CH:19][CH:18]=[CH:17][CH:16]=2)[N:13]=[N:12][C:11]=1[C:21]([N:23]([CH2:41][CH:42]([CH3:44])[CH3:43])[C@@H:24]1[CH2:29][N:28]([C:30]([O:32][C:33]([CH3:36])([CH3:35])[CH3:34])=[O:31])[CH2:27][C@H:26]([C:37]([O:39][CH3:40])=[O:38])[CH2:25]1)=[O:22])C1C=CC=CC=1, predict the reaction product. The product is: [OH:8][CH2:9][C:10]1[N:14]([C:15]2[CH:20]=[CH:19][CH:18]=[CH:17][CH:16]=2)[N:13]=[N:12][C:11]=1[C:21]([N:23]([CH2:41][CH:42]([CH3:44])[CH3:43])[C@@H:24]1[CH2:29][N:28]([C:30]([O:32][C:33]([CH3:36])([CH3:35])[CH3:34])=[O:31])[CH2:27][C@H:26]([C:37]([O:39][CH3:40])=[O:38])[CH2:25]1)=[O:22]. (2) Given the reactants [H-].[Na+].[C:3]([O:7][C:8]([NH:10][C@H:11]([C:15]([OH:18])([CH3:17])[CH3:16])[C:12]([OH:14])=[O:13])=[O:9])([CH3:6])([CH3:5])[CH3:4].I[CH3:20], predict the reaction product. The product is: [C:3]([O:7][C:8]([NH:10][C@H:11]([C:15]([O:18][CH3:20])([CH3:17])[CH3:16])[C:12]([OH:14])=[O:13])=[O:9])([CH3:6])([CH3:4])[CH3:5]. (3) The product is: [CH3:3][CH:2]([OH:7])[CH2:1][O:70][CH2:69][C@H:28]1[O:29][C@@H:30]2[O:35][C@H:36]3[C@H:41]([OH:42])[C@@H:40]([OH:43])[C@@H:39]([O:44][C@H:45]4[C@H:50]([OH:51])[C@@H:49]([OH:52])[C@@H:48]([O:53][C@H:54]5[C@H:60]([OH:61])[C@@H:59]([OH:62])[C@@H:57]([O:58][C@H:3]6[C@H:4]([OH:76])[C@@H:5]([OH:75])[C@@H:6]([O:8][C@H:9]7[C@H:14]([OH:15])[C@@H:13]([OH:16])[C@@H:12]([O:17][C@H:18]8[C@H:23]([OH:24])[C@@H:22]([OH:25])[C@@H:21]([O:26][C@H:27]1[C@H:32]([OH:33])[C@H:31]2[OH:34])[O:20][C@@H:19]8[CH2:71][O:72][CH2:60][CH:54]([OH:53])[CH3:55])[O:11][C@@H:10]7[CH2:73][O:74][CH2:32][CH:27]([OH:26])[CH3:28])[O:7][C@@H:2]6[CH2:1][O:77][CH2:14][CH:9]([OH:8])[CH3:10])[O:56][C@@H:55]5[CH2:63][O:64][CH2:37][CH:36]([OH:35])[CH3:41])[O:47][C@@H:46]4[CH2:65][O:66][CH2:46][CH:45]([OH:44])[CH3:50])[O:38][C@@H:37]3[CH2:67][O:68][CH2:19][CH:18]([OH:17])[CH3:23]. Given the reactants [CH2:1]([OH:77])[C@H:2]1[O:7][C@@H:6]2[O:8][C@H:9]3[C@H:14]([OH:15])[C@@H:13]([OH:16])[C@@H:12]([O:17][C@H:18]4[C@H:23]([OH:24])[C@@H:22]([OH:25])[C@@H:21]([O:26][C@H:27]5[C@H:32]([OH:33])[C@@H:31]([OH:34])[C@@H:30]([O:35][C@H:36]6[C@H:41]([OH:42])[C@@H:40]([OH:43])[C@@H:39]([O:44][C@H:45]7[C@H:50]([OH:51])[C@@H:49]([OH:52])[C@@H:48]([O:53][C@H:54]8[C@H:60]([OH:61])[C@@H:59]([OH:62])[C@@H:57]([O:58][C@H:3]1[C@H:4]([OH:76])[C@H:5]2[OH:75])[O:56][C@@H:55]8[CH2:63][OH:64])[O:47][C@@H:46]7[CH2:65][OH:66])[O:38][C@@H:37]6[CH2:67][OH:68])[O:29][C@@H:28]5[CH2:69][OH:70])[O:20][C@@H:19]4[CH2:71][OH:72])[O:11][C@@H:10]3[CH2:73][OH:74].[Na+].[Cl-], predict the reaction product. (4) Given the reactants [Cl:1][CH2:2][CH2:3][CH2:4][CH2:5][N:6]1[CH:11]=[C:10]([C:12]2[O:16][C:15]([CH3:17])=[N:14][C:13]=2[CH3:18])[C:9](=[O:19])[NH:8][C:7]1=[O:20].[F:21][C:22]([F:36])([F:35])[C:23]1[CH:28]=[CH:27][C:26]([C@:29]23[CH2:34][C@H:33]2[CH2:32][NH:31][CH2:30]3)=[CH:25][CH:24]=1.CCN(C(C)C)C(C)C.Cl.O1CCOCC1, predict the reaction product. The product is: [ClH:1].[CH3:17][C:15]1[O:16][C:12]([C:10]2[C:9](=[O:19])[NH:8][C:7](=[O:20])[N:6]([CH2:5][CH2:4][CH2:3][CH2:2][N:31]3[CH2:32][C@H:33]4[C@:29]([C:26]5[CH:25]=[CH:24][C:23]([C:22]([F:21])([F:36])[F:35])=[CH:28][CH:27]=5)([CH2:34]4)[CH2:30]3)[CH:11]=2)=[C:13]([CH3:18])[N:14]=1. (5) Given the reactants [CH:1]([NH:4][CH:5]([CH3:7])[CH3:6])([CH3:3])[CH3:2].[P:8]([Cl:11])(Cl)Cl, predict the reaction product. The product is: [CH:1]([N:4]([P:8]([N:4]([CH:5]([CH3:7])[CH3:6])[CH:1]([CH3:3])[CH3:2])[Cl:11])[CH:5]([CH3:7])[CH3:6])([CH3:3])[CH3:2]. (6) The product is: [F:7][C:8]1[CH:13]=[CH:12][C:11]([S:14][CH:16]([C:22](=[O:24])[CH3:23])[C:17]([O:19][CH2:20][CH3:21])=[O:18])=[CH:10][CH:9]=1. Given the reactants N1C=CC=CC=1.[F:7][C:8]1[CH:13]=[CH:12][C:11]([SH:14])=[CH:10][CH:9]=1.Cl[CH:16]([C:22](=[O:24])[CH3:23])[C:17]([O:19][CH2:20][CH3:21])=[O:18].C(OCC)(=O)C, predict the reaction product. (7) Given the reactants C[O:2][C:3](=[O:22])[C:4]1[CH:9]=[CH:8][C:7]([NH:10][C:11]([NH:13][C:14]2[CH:19]=[N:18][CH:17]=[CH:16][N:15]=2)=[O:12])=[C:6]([O:20][CH3:21])[CH:5]=1.O.O.[OH-].[Li+], predict the reaction product. The product is: [CH3:21][O:20][C:6]1[CH:5]=[C:4]([CH:9]=[CH:8][C:7]=1[NH:10][C:11]([NH:13][C:14]1[CH:19]=[N:18][CH:17]=[CH:16][N:15]=1)=[O:12])[C:3]([OH:22])=[O:2].